Dataset: Reaction yield outcomes from USPTO patents with 853,638 reactions. Task: Predict the reaction yield, written as a fraction of the theoretical maximum amount of product (1.0 means a 100% yield; for example, 0.34 means a 34% yield). (1) The reactants are Br[C:2]1[CH:7]=[CH:6][C:5]([C:8]2[C:9]3[C:14]([C:15]([C:22]4[CH:27]=[CH:26][CH:25]=[CH:24][CH:23]=4)=[C:16]4[C:21]=2[CH:20]=[CH:19][CH:18]=[CH:17]4)=[CH:13][CH:12]=[CH:11][CH:10]=3)=[CH:4][CH:3]=1.[CH:28]1[C:40]2[NH:39][C:38]3[C:33](=[CH:34][C:35]([C:41]4[CH:59]=[CH:58][C:44]([N:45]([C:52]5[CH:57]=[CH:56][CH:55]=[CH:54][CH:53]=5)[C:46]5[CH:51]=[CH:50][CH:49]=[CH:48][CH:47]=5)=[CH:43][CH:42]=4)=[CH:36][CH:37]=3)[C:32]=2[CH:31]=[C:30]([C:60]2[CH:78]=[CH:77][C:63]([N:64]([C:71]3[CH:76]=[CH:75][CH:74]=[CH:73][CH:72]=3)[C:65]3[CH:70]=[CH:69][CH:68]=[CH:67][CH:66]=3)=[CH:62][CH:61]=2)[CH:29]=1.CC(C)([O-])C.[Na+].C(P(C(C)(C)C)C(C)(C)C)(C)(C)C. The catalyst is C1C=CC(/C=C/C(/C=C/C2C=CC=CC=2)=O)=CC=1.C1C=CC(/C=C/C(/C=C/C2C=CC=CC=2)=O)=CC=1.[Pd].CCCCCC.C1(C)C=CC=CC=1. The product is [C:22]1([C:15]2[C:16]3[C:21](=[CH:20][CH:19]=[CH:18][CH:17]=3)[C:8]([C:5]3[CH:4]=[CH:3][C:2]([N:39]4[C:40]5[CH:28]=[CH:29][C:30]([C:60]6[CH:61]=[CH:62][C:63]([N:64]([C:65]7[CH:70]=[CH:69][CH:68]=[CH:67][CH:66]=7)[C:71]7[CH:72]=[CH:73][CH:74]=[CH:75][CH:76]=7)=[CH:77][CH:78]=6)=[CH:31][C:32]=5[C:33]5[C:38]4=[CH:37][CH:36]=[C:35]([C:41]4[CH:42]=[CH:43][C:44]([N:45]([C:52]6[CH:53]=[CH:54][CH:55]=[CH:56][CH:57]=6)[C:46]6[CH:47]=[CH:48][CH:49]=[CH:50][CH:51]=6)=[CH:58][CH:59]=4)[CH:34]=5)=[CH:7][CH:6]=3)=[C:9]3[C:14]=2[CH:13]=[CH:12][CH:11]=[CH:10]3)[CH:23]=[CH:24][CH:25]=[CH:26][CH:27]=1. The yield is 0.420. (2) The product is [CH2:26]([N:13]1[C:12](=[O:25])[CH:11]=[C:10]([C:4]2[CH:5]=[CH:6][C:7]([O:8][CH3:9])=[C:2]([F:1])[CH:3]=2)[C:15]([C:16]2[CH:21]=[CH:20][C:19]([O:22][CH3:23])=[C:18]([F:24])[CH:17]=2)=[N:14]1)[C:27]1[CH:32]=[CH:31][CH:30]=[CH:29][CH:28]=1. The yield is 0.999. The reactants are [F:1][C:2]1[CH:3]=[C:4]([C:10]2[C:15]([C:16]3[CH:21]=[CH:20][C:19]([O:22][CH3:23])=[C:18]([F:24])[CH:17]=3)=[N:14][NH:13][C:12](=[O:25])[CH:11]=2)[CH:5]=[CH:6][C:7]=1[O:8][CH3:9].[CH2:26](Br)[C:27]1[CH:32]=[CH:31][CH:30]=[CH:29][CH:28]=1. No catalyst specified. (3) The reactants are C([O:8][C:9]1[CH:14]=[C:13]([O:15]CC2C=CC=CC=2)[C:12]([Cl:23])=[CH:11][C:10]=1[C:24]1[O:28][N:27]=[C:26]([C:29](=[O:33])[NH:30][CH2:31][CH3:32])[C:25]=1[C:34]1[O:38][N:37]=[C:36]([C:39]([O:41][CH2:42][CH3:43])=[O:40])[CH:35]=1)C1C=CC=CC=1.B(Cl)(Cl)Cl. No catalyst specified. The product is [Cl:23][C:12]1[C:13]([OH:15])=[CH:14][C:9]([OH:8])=[C:10]([C:24]2[O:28][N:27]=[C:26]([C:29](=[O:33])[NH:30][CH2:31][CH3:32])[C:25]=2[C:34]2[O:38][N:37]=[C:36]([C:39]([O:41][CH2:42][CH3:43])=[O:40])[CH:35]=2)[CH:11]=1. The yield is 0.480. (4) The reactants are [NH2:1][C:2]1[CH:7]=[CH:6][C:5]([N:8]2[C:14](=[O:15])[CH2:13][C:12](=[O:16])[NH:11][C:10]3[C:17]4[C:22]([CH:23]=[CH:24][C:9]2=3)=[CH:21][CH:20]=[CH:19][CH:18]=4)=[CH:4][CH:3]=1.[C:25]1([CH3:36])[CH:30]=[CH:29][CH:28]=[CH:27][C:26]=1[CH2:31][S:32](Cl)(=[O:34])=[O:33]. No catalyst specified. The product is [O:16]=[C:12]1[NH:11][C:10]2[C:17]3[C:22]([CH:23]=[CH:24][C:9]=2[N:8]([C:5]2[CH:6]=[CH:7][C:2]([NH:1][S:32]([CH2:31][C:26]4[CH:27]=[CH:28][CH:29]=[CH:30][C:25]=4[CH3:36])(=[O:34])=[O:33])=[CH:3][CH:4]=2)[C:14](=[O:15])[CH2:13]1)=[CH:21][CH:20]=[CH:19][CH:18]=3. The yield is 0.370. (5) The reactants are [C:1]12([C:9]3[C:18]4[NH:17][CH2:16][CH2:15][CH2:14][C:13]=4[NH:12][C:11](=O)[CH:10]=3)[CH2:8][CH2:7][C:4]([CH:5]=[CH:6]1)=[CH:3][CH2:2]2.CN(C=O)C.S(Cl)([Cl:27])=O. No catalyst specified. The product is [Cl:27][C:11]1[N:12]=[C:13]2[C:18](=[C:9]([C:1]34[CH2:8][CH2:7][C:4]([CH:5]=[CH:6]3)=[CH:3][CH2:2]4)[CH:10]=1)[NH:17][CH2:16][CH2:15][CH2:14]2. The yield is 0.660.